This data is from Reaction yield outcomes from USPTO patents with 853,638 reactions. The task is: Predict the reaction yield, written as a fraction of the theoretical maximum amount of product (1.0 means a 100% yield; for example, 0.34 means a 34% yield). (1) The reactants are Cl[C:2]1[CH:11]=[CH:10][C:9]2[C:4](=[CH:5][CH:6]=[C:7]([CH3:12])[CH:8]=2)[N:3]=1.[C:13]([NH2:16])(=[O:15])[CH3:14].C([O-])([O-])=O.[K+].[K+]. The catalyst is O. The product is [C:13]([NH:16][C:2]1[CH:11]=[CH:10][C:9]2[C:4](=[CH:5][CH:6]=[C:7]([CH3:12])[CH:8]=2)[N:3]=1)(=[O:15])[CH3:14]. The yield is 0.740. (2) The reactants are [N:1]1([C:7]([O:9][C:10]([CH3:13])([CH3:12])[CH3:11])=[O:8])[CH2:6][CH2:5][NH:4][CH2:3][CH2:2]1.Cl[C:15]1[C:20]([C:21]([F:24])([F:23])[F:22])=[CH:19][CH:18]=[CH:17][N:16]=1.C(N(C(C)C)CC)(C)C. The catalyst is CN(C=O)C. The product is [C:10]([O:9][C:7]([N:1]1[CH2:6][CH2:5][N:4]([C:15]2[C:20]([C:21]([F:24])([F:23])[F:22])=[CH:19][CH:18]=[CH:17][N:16]=2)[CH2:3][CH2:2]1)=[O:8])([CH3:13])([CH3:12])[CH3:11]. The yield is 0.339. (3) The reactants are [C:1]([O:5][C:6]([N:8]1[CH2:12][C@H:11]([O:13][CH3:14])[CH2:10][C@@H:9]1[C:15]([OH:17])=O)=[O:7])([CH3:4])([CH3:3])[CH3:2].[CH3:18][O:19][C:20](=[O:28])[C:21]1[CH:26]=[CH:25][C:24]([NH2:27])=[CH:23][CH:22]=1.CCOC1N(C(OCC)=O)C2C(=CC=CC=2)C=C1.C(N(CC)CC)C. The catalyst is C(Cl)(Cl)Cl.CCOC(C)=O. The product is [C:1]([O:5][C:6]([N:8]1[CH2:12][C@H:11]([O:13][CH3:14])[CH2:10][C@@H:9]1[C:15](=[O:17])[NH:27][C:24]1[CH:23]=[CH:22][C:21]([C:20]([O:19][CH3:18])=[O:28])=[CH:26][CH:25]=1)=[O:7])([CH3:2])([CH3:3])[CH3:4]. The yield is 1.00. (4) The reactants are [NH2:1][C:2]1[CH:7]=[CH:6][N:5]=[CH:4][CH:3]=1.P(=O)(O)(O)O.[N+]([O-])(O)=O.[N:17]([O-])=O.[Na+].[CH3:21][O:22][CH2:23][C:24](=[O:30])[CH2:25][C:26]([O:28][CH3:29])=[O:27].C([O-])(=O)C.[Na+]. The catalyst is CO. The product is [CH3:21][O:22][CH2:23][C:24](=[O:30])[C:25](=[N:17][NH:1][C:2]1[CH:7]=[CH:6][N:5]=[CH:4][CH:3]=1)[C:26]([O:28][CH3:29])=[O:27]. The yield is 0.190. (5) The reactants are N1(N=[N:7][C:8]2[CH:13]=[CH:12][C:11]([C:14]3([OH:18])[CH2:17][O:16][CH2:15]3)=[CH:10][CH:9]=2)CCCC1. The catalyst is CO.[Pd]. The product is [NH2:7][C:8]1[CH:9]=[CH:10][C:11]([C:14]2([OH:18])[CH2:15][O:16][CH2:17]2)=[CH:12][CH:13]=1. The yield is 0.600.